From a dataset of Forward reaction prediction with 1.9M reactions from USPTO patents (1976-2016). Predict the product of the given reaction. (1) Given the reactants [C:1]([C:4]1[C:5](I)=[N:6][N:7]2[CH2:12][CH:11]([C:13]([F:16])([F:15])[F:14])[N:10]([C:17]([O:19][C:20]([CH3:23])([CH3:22])[CH3:21])=[O:18])[CH2:9][C:8]=12)(=[O:3])[NH2:2].[Cl:25][C:26]1[CH:27]=[C:28](B(O)O)[CH:29]=[CH:30][C:31]=1[F:32].C([O-])([O-])=O.[Na+].[Na+], predict the reaction product. The product is: [C:1]([C:4]1[C:5]([C:28]2[CH:29]=[CH:30][C:31]([F:32])=[C:26]([Cl:25])[CH:27]=2)=[N:6][N:7]2[CH2:12][CH:11]([C:13]([F:16])([F:15])[F:14])[N:10]([C:17]([O:19][C:20]([CH3:23])([CH3:22])[CH3:21])=[O:18])[CH2:9][C:8]=12)(=[O:3])[NH2:2]. (2) Given the reactants C(Cl)(Cl)=O.C(N(CC)CC)C.[OH:12][C:13]1[CH:18]=[CH:17][C:16]([C:19]([C:22]2[CH:27]=[CH:26][C:25]([OH:28])=[CH:24][CH:23]=2)([CH3:21])[CH3:20])=[CH:15][CH:14]=1.[C:29]([C:38]1C=CC(O)=C[CH:39]=1)([C:32]1C=CC=[CH:34][CH:33]=1)(C)C, predict the reaction product. The product is: [C:19]1([C:22]2[CH:23]=[CH:24][C:25]([OH:28])=[CH:26][CH:27]=2)([C:16]2[CH:15]=[CH:14][C:13]([OH:12])=[CH:18][CH:17]=2)[C:21]2[C:33](=[CH:32][CH:29]=[CH:38][CH:39]=2)[CH2:34][CH2:20]1. (3) Given the reactants [Li]CCCC.CN([CH:9]=[O:10])C.[CH2:11]([O:18][C:19]1[CH:24]=[CH:23][C:22]([CH2:25][CH3:26])=[CH:21][C:20]=1Br)[C:12]1[CH:17]=[CH:16][CH:15]=[CH:14][CH:13]=1, predict the reaction product. The product is: [CH2:11]([O:18][C:19]1[CH:20]=[CH:21][C:22]([CH2:25][CH3:26])=[CH:23][C:24]=1[CH:9]=[O:10])[C:12]1[CH:13]=[CH:14][CH:15]=[CH:16][CH:17]=1. (4) Given the reactants [NH2:1][S:2]([N:5]([CH2:13][C@@H:14]1[CH2:18][C@@H:17]([N:19]2[C:23]3[N:24]=[CH:25][N:26]=[C:27]([NH:28][C@@H:29]4[C:37]5[C:32](=[CH:33][CH:34]=[CH:35][CH:36]=5)[CH2:31][CH2:30]4)[C:22]=3[CH:21]=[CH:20]2)[CH2:16][C@@H:15]1[OH:38])C(=O)OC(C)(C)C)(=[O:4])=[O:3].FC(F)(F)C(O)=O, predict the reaction product. The product is: [C@@H:29]1([NH:28][C:27]2[C:22]3[CH:21]=[CH:20][N:19]([C@@H:17]4[CH2:18][C@@H:14]([CH2:13][NH:5][S:2]([NH2:1])(=[O:4])=[O:3])[C@@H:15]([OH:38])[CH2:16]4)[C:23]=3[N:24]=[CH:25][N:26]=2)[C:37]2[C:32](=[CH:33][CH:34]=[CH:35][CH:36]=2)[CH2:31][CH2:30]1. (5) Given the reactants C([N:4]1[C:13]2[C:8](=[CH:9][CH:10]=[CH:11][CH:12]=2)[C:7](=[O:14])[C:6]2[C:15](=[O:27])[N:16]([CH:22]3[CH2:26][CH2:25][CH2:24][CH2:23]3)[C:17]([CH:19]([CH3:21])[CH3:20])=[N:18][C:5]1=2)C=C.C(Cl)Cl.C1(C)C=CC(S(O)=O)=CC=1, predict the reaction product. The product is: [CH:22]1([N:16]2[C:15](=[O:27])[C:6]3[C:7](=[O:14])[C:8]4[C:13](=[CH:12][CH:11]=[CH:10][CH:9]=4)[NH:4][C:5]=3[N:18]=[C:17]2[CH:19]([CH3:21])[CH3:20])[CH2:23][CH2:24][CH2:25][CH2:26]1.